From a dataset of Catalyst prediction with 721,799 reactions and 888 catalyst types from USPTO. Predict which catalyst facilitates the given reaction. (1) Reactant: [CH2:1]([C:3]1[CH:8]=[CH:7][CH:6]=[CH:5][C:4]=1[NH:9][C:10]1[C:15]([C:16]([NH2:18])=[O:17])=[CH:14][N:13]=[C:12]2[S:19][C:20]([S:22]([CH3:24])=[O:23])=[N:21][C:11]=12)[CH3:2].[Mn]([O-])(=O)(=O)=[O:26].[K+].S(=O)(O)[O-].[Na+]. Product: [CH2:1]([C:3]1[CH:8]=[CH:7][CH:6]=[CH:5][C:4]=1[NH:9][C:10]1[C:15]([C:16]([NH2:18])=[O:17])=[CH:14][N:13]=[C:12]2[S:19][C:20]([S:22]([CH3:24])(=[O:26])=[O:23])=[N:21][C:11]=12)[CH3:2]. The catalyst class is: 313. (2) The catalyst class is: 79. Reactant: [O:1]1[CH2:6][CH2:5][N:4]([C:7]2[CH:8]=[C:9]([CH:13]=[C:14]([N+:16]([O-:18])=[O:17])[CH:15]=2)[C:10]([OH:12])=O)[CH2:3][CH2:2]1.C(Cl)CCl.[CH3:23][NH2:24].C1COCC1. Product: [CH3:23][NH:24][C:10](=[O:12])[C:9]1[CH:13]=[C:14]([N+:16]([O-:18])=[O:17])[CH:15]=[C:7]([N:4]2[CH2:3][CH2:2][O:1][CH2:6][CH2:5]2)[CH:8]=1. (3) Reactant: [Mg].Br[CH2:3][CH2:4][CH2:5][CH2:6][CH3:7].C([N:10]([CH2:18][CH2:19][CH2:20][C:21]1[CH:26]=[CH:25][CH:24]=[CH:23][CH:22]=1)[CH2:11][CH2:12][C:13]([O:15]CC)=O)C.[Cl-].[NH4+]. Product: [C:21]1([CH2:20][CH2:19][CH2:18][NH:10][CH2:11][CH2:12][C:13]([OH:15])([CH2:3][CH2:4][CH2:5][CH2:6][CH3:7])[CH2:3][CH2:4][CH2:5][CH2:6][CH3:7])[CH:22]=[CH:23][CH:24]=[CH:25][CH:26]=1. The catalyst class is: 316. (4) Reactant: [H-].[Na+].[CH2:3]([NH:7][C:8]([C:10]1[C@:11]2([CH2:27][CH2:26][C@H:25]3[C@@H:16]([CH2:17][CH2:18][C:19]4[CH:20]=[C:21]([OH:28])[CH:22]=[CH:23][C:24]=43)[C@@H:13]2[CH2:14][CH:15]=1)[CH3:12])=[O:9])[CH2:4][CH2:5][CH3:6].Cl[S:30]([NH2:33])(=[O:32])=[O:31].C(=O)(O)[O-].[Na+]. Product: [S:30](=[O:32])(=[O:31])([O:28][C:21]1[CH:22]=[CH:23][C:24]2[C@@H:25]3[C@H:16]([C@H:13]4[C@@:11]([CH2:27][CH2:26]3)([CH3:12])[C:10]([C:8](=[O:9])[NH:7][CH2:3][CH2:4][CH2:5][CH3:6])=[CH:15][CH2:14]4)[CH2:17][CH2:18][C:19]=2[CH:20]=1)[NH2:33]. The catalyst class is: 3. (5) The catalyst class is: 17. Reactant: [NH2:1][C:2]1[S:3][CH:4]=[N:5][N:6]=1.[CH2:7]([C:19]1[CH:24]=[CH:23][C:22]([S:25](Cl)(=[O:27])=[O:26])=[CH:21][CH:20]=1)[CH2:8][CH2:9][CH2:10][CH2:11][CH2:12][CH2:13][CH2:14][CH2:15][CH2:16][CH2:17][CH3:18].Cl. Product: [CH2:7]([C:19]1[CH:20]=[CH:21][C:22]([S:25]([NH:1][C:2]2[S:3][CH:4]=[N:5][N:6]=2)(=[O:27])=[O:26])=[CH:23][CH:24]=1)[CH2:8][CH2:9][CH2:10][CH2:11][CH2:12][CH2:13][CH2:14][CH2:15][CH2:16][CH2:17][CH3:18]. (6) Reactant: [C:1]1([CH3:7])[CH:6]=[CH:5][CH:4]=[CH:3][CH:2]=1.[CH2:8]([OH:13])[CH2:9][CH2:10][CH2:11][OH:12].[OH-].[Na+].C(Cl)C1C=CC=CC=1. Product: [CH2:7]([O:12][CH2:11][CH2:10][CH2:9][CH2:8][OH:13])[C:1]1[CH:6]=[CH:5][CH:4]=[CH:3][CH:2]=1. The catalyst class is: 6.